From a dataset of Catalyst prediction with 721,799 reactions and 888 catalyst types from USPTO. Predict which catalyst facilitates the given reaction. (1) Reactant: [Cl:1][C:2]1[CH:7]=[CH:6][C:5]([C:8]2[CH:9]=[N:10][CH:11]=[C:12]3[C:17]=2[N:16]=[C:15]([C:18]([OH:20])=O)[CH:14]=[CH:13]3)=[CH:4][CH:3]=1.C(N(CC)C(C)C)(C)C.F[P-](F)(F)(F)(F)F.N1(OC(N(C)C)=[N+](C)C)C2N=CC=CC=2N=N1.[CH3:54][N:55]1[CH:59]=[C:58]([NH2:60])[CH:57]=[N:56]1. Product: [Cl:1][C:2]1[CH:3]=[CH:4][C:5]([C:8]2[CH:9]=[N:10][CH:11]=[C:12]3[C:17]=2[N:16]=[C:15]([C:18]([NH:60][C:58]2[CH:57]=[N:56][N:55]([CH3:54])[CH:59]=2)=[O:20])[CH:14]=[CH:13]3)=[CH:6][CH:7]=1. The catalyst class is: 9. (2) Reactant: CN(C)C([S:5][C:6]1[CH:15]=[C:14]([I:16])[CH:13]=[CH:12][C:7]=1[C:8]([O:10][CH3:11])=[O:9])=O.C[O-].[Na+]. Product: [I:16][C:14]1[CH:13]=[CH:12][C:7]([C:8]([O:10][CH3:11])=[O:9])=[C:6]([SH:5])[CH:15]=1. The catalyst class is: 5. (3) Reactant: [O:1]1[C:5]2[CH:6]=[CH:7][CH:8]=[CH:9][C:4]=2[CH:3]=[CH:2]1.[Li]CCCC.CON(C)[C:18]([C@@H:20]1[CH2:25][CH2:24][CH2:23][N:22]([C:26]([O:28][C:29]([CH3:32])([CH3:31])[CH3:30])=[O:27])[CH2:21]1)=[O:19].C([O-])(O)=O.[Na+]. Product: [O:1]1[C:5]2[C:6]([C:18]([C@@H:20]3[CH2:25][CH2:24][CH2:23][N:22]([C:26]([O:28][C:29]([CH3:32])([CH3:31])[CH3:30])=[O:27])[CH2:21]3)=[O:19])=[CH:7][CH:8]=[CH:9][C:4]=2[CH:3]=[CH:2]1. The catalyst class is: 1. (4) Product: [Cl:31][C:28]1[CH:29]=[CH:30][C:25]([NH:24][C:23]([C:20]2[CH:21]=[CH:22][C:17]([CH2:16][N:4]3[CH2:5][CH2:6][NH:7][CH2:8][CH:3]3[C:47]([NH2:52])=[O:49])=[C:18]([F:46])[C:19]=2[F:45])=[O:44])=[C:26]([N:32]2[CH2:37][CH2:36][N:35]([CH2:38][CH2:39][C:40]([F:43])([F:42])[F:41])[CH2:34][CH2:33]2)[CH:27]=1. The catalyst class is: 3. Reactant: C([C:3]1([C:47]([OH:49])=O)[CH2:8][N:7](C(OC(C)(C)C)=O)[CH2:6][CH2:5][N:4]1[CH2:16][C:17]1[CH:22]=[CH:21][C:20]([C:23](=[O:44])[NH:24][C:25]2[CH:30]=[CH:29][C:28]([Cl:31])=[CH:27][C:26]=2[N:32]2[CH2:37][CH2:36][N:35]([CH2:38][CH2:39][C:40]([F:43])([F:42])[F:41])[CH2:34][CH2:33]2)=[C:19]([F:45])[C:18]=1[F:46])C.N.C[N:52](C(ON1N=NC2C=CC=NC1=2)=[N+](C)C)C.F[P-](F)(F)(F)(F)F. (5) Reactant: [CH:1]([N:4]1[C:8]([C:9]2[N:10]=[C:11]3[C:17]4[CH:18]=[CH:19][C:20](B5OC(C)(C)C(C)(C)O5)=[CH:21][C:16]=4[O:15][CH2:14][CH2:13][N:12]3[CH:31]=2)=[N:7][CH:6]=[N:5]1)([CH3:3])[CH3:2].Br[C:33]1[N:34]=[C:35]([CH2:44][C:45]([CH3:48])([OH:47])[CH3:46])[N:36]([CH:38]2[CH2:43][CH2:42][CH2:41][CH2:40][O:39]2)[CH:37]=1.[F-].[Cs+]. Product: [CH:1]([N:4]1[C:8]([C:9]2[N:10]=[C:11]3[N:12]([CH2:13][CH2:14][O:15][C:16]4[CH:21]=[C:20]([C:33]5[N:34]=[C:35]([CH2:44][C:45]([CH3:48])([OH:47])[CH3:46])[N:36]([CH:38]6[CH2:43][CH2:42][CH2:41][CH2:40][O:39]6)[CH:37]=5)[CH:19]=[CH:18][C:17]=43)[CH:31]=2)=[N:7][CH:6]=[N:5]1)([CH3:3])[CH3:2]. The catalyst class is: 555. (6) Reactant: [Br:1][C:2]1[C:14]([F:15])=[CH:13][C:12]([C:16](=[O:18])[NH2:17])=[C:11]2[C:3]=1[C:4]1[CH:5]=[CH:6][C:7](C(OCC)=O)=[CH:8][C:9]=1[NH:10]2.[CH3:24][Mg]Cl.[NH4+].[Cl-].[CH2:29]1[CH2:33][O:32]CC1. Product: [Br:1][C:2]1[C:3]2[C:4]3[C:9](=[CH:8][C:7]([C:33]([OH:32])([CH3:29])[CH3:24])=[CH:6][CH:5]=3)[NH:10][C:11]=2[C:12]([C:16]([NH2:17])=[O:18])=[CH:13][C:14]=1[F:15]. The catalyst class is: 6.